This data is from NCI-60 drug combinations with 297,098 pairs across 59 cell lines. The task is: Regression. Given two drug SMILES strings and cell line genomic features, predict the synergy score measuring deviation from expected non-interaction effect. (1) Drug 1: C1=C(C(=O)NC(=O)N1)F. Drug 2: COC1=C2C(=CC3=C1OC=C3)C=CC(=O)O2. Cell line: SR. Synergy scores: CSS=34.0, Synergy_ZIP=-7.60, Synergy_Bliss=-15.8, Synergy_Loewe=-21.7, Synergy_HSA=-15.6. (2) Drug 1: C1=CC=C(C=C1)NC(=O)CCCCCCC(=O)NO. Drug 2: CC(C)(C#N)C1=CC(=CC(=C1)CN2C=NC=N2)C(C)(C)C#N. Cell line: ACHN. Synergy scores: CSS=-1.84, Synergy_ZIP=-2.23, Synergy_Bliss=-5.19, Synergy_Loewe=-14.7, Synergy_HSA=-4.79.